This data is from Forward reaction prediction with 1.9M reactions from USPTO patents (1976-2016). The task is: Predict the product of the given reaction. (1) Given the reactants [Br:1][C:2]1[CH:3]=[N:4][CH:5]=[C:6]([CH:10]=1)[C:7]([OH:9])=[O:8].OS(O)(=O)=O.[CH3:16]O, predict the reaction product. The product is: [Br:1][C:2]1[CH:3]=[N:4][CH:5]=[C:6]([CH:10]=1)[C:7]([O:9][CH3:16])=[O:8]. (2) Given the reactants [Br:1][C:2]1[CH:10]=[CH:9][C:5]([CH2:6][CH2:7][NH2:8])=[CH:4][CH:3]=1.C(N(CC)CC)C.[CH3:18][C:19]([O:22][C:23](O[C:23]([O:22][C:19]([CH3:21])([CH3:20])[CH3:18])=[O:24])=[O:24])([CH3:21])[CH3:20].Cl, predict the reaction product. The product is: [C:19]([O:22][C:23](=[O:24])[NH:8][CH2:7][CH2:6][C:5]1[CH:9]=[CH:10][C:2]([Br:1])=[CH:3][CH:4]=1)([CH3:21])([CH3:20])[CH3:18].